This data is from Full USPTO retrosynthesis dataset with 1.9M reactions from patents (1976-2016). The task is: Predict the reactants needed to synthesize the given product. (1) Given the product [C:25]([O:29][C:30](=[O:47])[NH:31][CH2:32][CH2:33][NH:34][S:35]([C:38]1[CH:43]=[C:42]([C:13]#[C:12][C:11]2[CH:10]=[N:9][N:8]3[C:3]([CH:2]([F:1])[F:24])=[CH:4][C:5]([C:14]4[CH:19]=[CH:18][C:17]([C:20]([F:23])([F:22])[F:21])=[CH:16][CH:15]=4)=[N:6][C:7]=23)[C:41]([F:45])=[CH:40][C:39]=1[F:46])(=[O:36])=[O:37])([CH3:28])([CH3:26])[CH3:27], predict the reactants needed to synthesize it. The reactants are: [F:1][CH:2]([F:24])[C:3]1[N:8]2[N:9]=[CH:10][C:11]([C:12]#[CH:13])=[C:7]2[N:6]=[C:5]([C:14]2[CH:19]=[CH:18][C:17]([C:20]([F:23])([F:22])[F:21])=[CH:16][CH:15]=2)[CH:4]=1.[C:25]([O:29][C:30](=[O:47])[NH:31][CH2:32][CH2:33][NH:34][S:35]([C:38]1[CH:43]=[C:42](Br)[C:41]([F:45])=[CH:40][C:39]=1[F:46])(=[O:37])=[O:36])([CH3:28])([CH3:27])[CH3:26]. (2) Given the product [CH2:25]([N:27]1[CH2:32][C@H:31]([CH3:33])[NH:30][CH2:29][C:28]1=[O:34])[CH3:26], predict the reactants needed to synthesize it. The reactants are: C(P(C1CCCCC1)C1CCCCC1)C.C1(C)C=CC=CC=1.II.[CH2:25]([N:27]1[CH:32]=[C:31]([CH3:33])[N:30]=[CH:29][C:28]1=[O:34])[CH3:26]. (3) Given the product [Cl:8][C:5]1[S:4][C:3]([NH:2][CH2:19][C:18]2[CH:21]=[CH:22][C:23]([O:25][CH3:26])=[CH:24][C:17]=2[O:16][CH3:15])=[N:7][CH:6]=1, predict the reactants needed to synthesize it. The reactants are: Cl.[NH2:2][C:3]1[S:4][C:5]([Cl:8])=[CH:6][N:7]=1.N1CCCCC1.[CH3:15][O:16][C:17]1[CH:24]=[C:23]([O:25][CH3:26])[CH:22]=[CH:21][C:18]=1[CH:19]=O.[BH4-].[Na+]. (4) Given the product [Cl:1][C:2]1[CH:3]=[C:4]([F:32])[C:5]([CH:9]([C:20]2[C:28]3[C:23](=[C:24]([CH2:29][S:30][CH3:31])[CH:25]=[CH:26][CH:27]=3)[NH:22][CH:21]=2)[CH2:10][C:11]([O:12][CH2:13][CH3:17])=[O:19])=[C:6]([F:8])[CH:7]=1, predict the reactants needed to synthesize it. The reactants are: [Cl:1][C:2]1[CH:7]=[C:6]([F:8])[C:5]([CH:9]([C:20]2[C:28]3[C:23](=[C:24]([CH2:29][S:30][CH3:31])[CH:25]=[CH:26][CH:27]=3)[NH:22][CH:21]=2)[CH:10]2C(=O)O[C:13](C)([CH3:17])[O:12][C:11]2=[O:19])=[C:4]([F:32])[CH:3]=1. (5) The reactants are: [CH:1]1([C:4]2[CH:9]=[CH:8][C:7]([NH:10][C:11](=[O:17])[O:12][C:13]([CH3:16])([CH3:15])[CH3:14])=[C:6]([CH3:18])[CH:5]=2)[CH2:3][CH2:2]1.C([Li])(CC)C.CON(C)[C:27](=[O:34])[C:28]1[CH:33]=[CH:32][CH:31]=[CH:30][CH:29]=1. Given the product [C:13]([O:12][C:11](=[O:17])[NH:10][C:7]1[CH:8]=[CH:9][C:4]([CH:1]2[CH2:2][CH2:3]2)=[CH:5][C:6]=1[CH2:18][C:27](=[O:34])[C:28]1[CH:33]=[CH:32][CH:31]=[CH:30][CH:29]=1)([CH3:14])([CH3:15])[CH3:16], predict the reactants needed to synthesize it.